Dataset: Forward reaction prediction with 1.9M reactions from USPTO patents (1976-2016). Task: Predict the product of the given reaction. Given the reactants [CH:1]1([CH2:7][CH2:8][C:9]([OH:11])=O)[CH2:6][CH2:5][CH2:4][CH2:3][CH2:2]1.C([N:14]([CH2:17]C)CC)C.C(Cl)(=[O:24])C(C)(C)C.[CH:26]([C@H:29]1[CH2:33][O:32]NC1=O)([CH3:28])[CH3:27].C([Li])CCC, predict the reaction product. The product is: [CH:1]1([CH2:7][CH2:8][C:9]([N:14]2[C@@H:29]([CH:26]([CH3:27])[CH3:28])[CH2:33][O:32][C:17]2=[O:24])=[O:11])[CH2:2][CH2:3][CH2:4][CH2:5][CH2:6]1.